Task: Regression. Given two drug SMILES strings and cell line genomic features, predict the synergy score measuring deviation from expected non-interaction effect.. Dataset: NCI-60 drug combinations with 297,098 pairs across 59 cell lines (1) Drug 1: C1=CC(=C2C(=C1NCCNCCO)C(=O)C3=C(C=CC(=C3C2=O)O)O)NCCNCCO. Drug 2: C1=CN(C=N1)CC(O)(P(=O)(O)O)P(=O)(O)O. Cell line: U251. Synergy scores: CSS=5.92, Synergy_ZIP=-22.8, Synergy_Bliss=-45.3, Synergy_Loewe=-77.9, Synergy_HSA=-44.6. (2) Drug 1: C1=CN(C(=O)N=C1N)C2C(C(C(O2)CO)O)O.Cl. Drug 2: CC1=C2C(C(=O)C3(C(CC4C(C3C(C(C2(C)C)(CC1OC(=O)C(C(C5=CC=CC=C5)NC(=O)C6=CC=CC=C6)O)O)OC(=O)C7=CC=CC=C7)(CO4)OC(=O)C)O)C)OC(=O)C. Cell line: SF-295. Synergy scores: CSS=4.75, Synergy_ZIP=-1.70, Synergy_Bliss=0.608, Synergy_Loewe=-2.38, Synergy_HSA=0.249. (3) Cell line: BT-549. Drug 2: CN(CC1=CN=C2C(=N1)C(=NC(=N2)N)N)C3=CC=C(C=C3)C(=O)NC(CCC(=O)O)C(=O)O. Drug 1: CC12CCC3C(C1CCC2O)C(CC4=C3C=CC(=C4)O)CCCCCCCCCS(=O)CCCC(C(F)(F)F)(F)F. Synergy scores: CSS=29.2, Synergy_ZIP=-5.99, Synergy_Bliss=-2.09, Synergy_Loewe=-46.6, Synergy_HSA=-0.567.